Dataset: Full USPTO retrosynthesis dataset with 1.9M reactions from patents (1976-2016). Task: Predict the reactants needed to synthesize the given product. (1) Given the product [Br:16][C:12]1[CH:11]=[C:10]2[C:15](=[CH:14][CH:13]=1)[C:7](=[O:24])[NH:6][CH2:8][C:9]12[CH2:18][CH2:17]1, predict the reactants needed to synthesize it. The reactants are: CS(O/[N:6]=[C:7]1\[CH2:8][C:9]2([CH2:18][CH2:17]2)[C:10]2[C:15]\1=[CH:14][CH:13]=[C:12]([Br:16])[CH:11]=2)(=O)=O.B(F)(F)F.C[OH:24]. (2) Given the product [C:15]([NH:1][C:2]1[CH:11]=[CH:10][C:9]([I:12])=[CH:8][C:3]=1[C:4]([O:6][CH3:7])=[O:5])(=[O:14])[CH2:16][C:17]([CH3:19])=[O:18], predict the reactants needed to synthesize it. The reactants are: [NH2:1][C:2]1[CH:11]=[CH:10][C:9]([I:12])=[CH:8][C:3]=1[C:4]([O:6][CH3:7])=[O:5].C[O:14][C:15](=O)[CH2:16][C:17]([CH3:19])=[O:18].